Dataset: Full USPTO retrosynthesis dataset with 1.9M reactions from patents (1976-2016). Task: Predict the reactants needed to synthesize the given product. Given the product [Cl:23][C:14]1[CH:13]=[C:12]([C:7]2[CH:8]=[CH:9][CH:10]=[CH:11][C:6]=2[O:5][CH2:4][CH2:3][O:2][CH3:1])[N:17]=[C:16]([CH3:18])[N:15]=1, predict the reactants needed to synthesize it. The reactants are: [CH3:1][O:2][CH2:3][CH2:4][O:5][C:6]1[CH:11]=[CH:10][CH:9]=[CH:8][C:7]=1[C:12]1[N:17]=[C:16]([CH3:18])[NH:15][C:14](=O)[CH:13]=1.N.O=P(Cl)(Cl)[Cl:23].